Dataset: Full USPTO retrosynthesis dataset with 1.9M reactions from patents (1976-2016). Task: Predict the reactants needed to synthesize the given product. (1) Given the product [Cl:25][C:8]1[N:6]2[CH:7]=[C:2]([C:30]#[N:31])[CH:3]=[C:4]([C:26]([F:29])([F:28])[F:27])[C:5]2=[N:10][C:9]=1[C:11]([N:13]1[CH2:18][CH2:17][CH:16]([N:19]2[CH2:23][CH2:22][O:21][C:20]2=[O:24])[CH2:15][CH2:14]1)=[O:12], predict the reactants needed to synthesize it. The reactants are: Br[C:2]1[CH:3]=[C:4]([C:26]([F:29])([F:28])[F:27])[C:5]2[N:6]([C:8]([Cl:25])=[C:9]([C:11]([N:13]3[CH2:18][CH2:17][CH:16]([N:19]4[CH2:23][CH2:22][O:21][C:20]4=[O:24])[CH2:15][CH2:14]3)=[O:12])[N:10]=2)[CH:7]=1.[CH3:30][N:31](C=O)C. (2) Given the product [Cl:1][C:2]1[CH:3]=[C:4]2[C:8](=[CH:9][CH:10]=1)[C@@H:7]([O:11][C:12]1[C:20]3[N:19]=[C:18]([CH3:21])[N:17]([CH3:22])[C:16]=3[CH:15]=[C:14]([C:23]([OH:25])=[O:24])[CH:13]=1)[C@H:6]([OH:28])[CH2:5]2, predict the reactants needed to synthesize it. The reactants are: [Cl:1][C:2]1[CH:3]=[C:4]2[C:8](=[CH:9][CH:10]=1)[C@@H:7]([O:11][C:12]1[C:20]3[N:19]=[C:18]([CH3:21])[N:17]([CH3:22])[C:16]=3[CH:15]=[C:14]([C:23]([O:25]CC)=[O:24])[CH:13]=1)[C@H:6]([OH:28])[CH2:5]2.[OH-].[Na+].Cl. (3) Given the product [CH:26]1([C:29]([N:14]2[CH2:15][CH2:16][C@@H:12]([CH2:11][NH:10][C:9]3[C:4]([N+:1]([O-:3])=[O:2])=[N:5][CH:6]=[CH:7][CH:8]=3)[CH2:13]2)=[O:30])[CH2:28][CH2:27]1, predict the reactants needed to synthesize it. The reactants are: [N+:1]([C:4]1[C:9]([NH:10][CH2:11][C@@H:12]2[CH2:16][CH2:15][NH:14][CH2:13]2)=[CH:8][CH:7]=[CH:6][N:5]=1)([O-:3])=[O:2].C(N(CC)C(C)C)(C)C.[CH:26]1([C:29](Cl)=[O:30])[CH2:28][CH2:27]1. (4) Given the product [C:9]([C:3]1[CH:4]=[C:5]([F:8])[CH:6]=[CH:7][C:2]=1[NH:1][S:25]([C:22]1[CH:21]=[CH:20][C:19]([O:18][CH3:17])=[CH:24][CH:23]=1)(=[O:27])=[O:26])(=[O:10])[C:11]1[CH:12]=[CH:13][CH:14]=[CH:15][CH:16]=1, predict the reactants needed to synthesize it. The reactants are: [NH2:1][C:2]1[CH:7]=[CH:6][C:5]([F:8])=[CH:4][C:3]=1[C:9]([C:11]1[CH:16]=[CH:15][CH:14]=[CH:13][CH:12]=1)=[O:10].[CH3:17][O:18][C:19]1[CH:24]=[CH:23][C:22]([S:25](Cl)(=[O:27])=[O:26])=[CH:21][CH:20]=1. (5) Given the product [Cl:1][C:2]1[C:3]([C:9]([O:11][CH3:12])=[O:10])=[N:4][C:5]([Cl:8])=[CH:6][CH:7]=1, predict the reactants needed to synthesize it. The reactants are: [Cl:1][C:2]1[C:3]([C:9]([OH:11])=[O:10])=[N:4][C:5]([Cl:8])=[CH:6][CH:7]=1.[CH3:12]O. (6) The reactants are: [OH:1][CH2:2][CH2:3][NH:4][CH2:5][CH2:6][CH2:7][C:8]1[CH:15]=[CH:14][C:11]([C:12]#[N:13])=[CH:10][CH:9]=1.[NH2:16][C:17](N)=[O:18]. Given the product [C:12]([C:11]1[CH:14]=[CH:15][C:8]([CH2:7][CH2:6][CH2:5][N:4]([CH2:3][CH2:2][OH:1])[C:17]([NH2:16])=[O:18])=[CH:9][CH:10]=1)#[N:13], predict the reactants needed to synthesize it.